This data is from M1 muscarinic receptor antagonist screen with 61,756 compounds. The task is: Binary Classification. Given a drug SMILES string, predict its activity (active/inactive) in a high-throughput screening assay against a specified biological target. (1) The compound is O1C=2CC(CC(=O)C2C(C(=C1N)C(OCC)=O)c1cccnc1)(C)C. The result is 0 (inactive). (2) The result is 0 (inactive). The molecule is Fc1ccc(n2c3nc(nc(c3[nH]c2=O)C(=O)N)c2c(OC)ccc(OC)c2)cc1. (3) The compound is N(C(c1ccccc1)C)c1ncnc2nc[nH]c12. The result is 0 (inactive). (4) The drug is O=C(Nc1cc(c(N2CCN(CC2)c2ccc(OC)cc2)cc1)C#N)C1CCCCC1. The result is 0 (inactive). (5) The compound is O=C(Nc1cc2OCCOc2cc1)C(NC(=O)c1occc1)CC(C)C. The result is 0 (inactive). (6) The molecule is O1c2c(C(c3cc4OCOc4cc3)C(=C1N)C#N)c(=O)n(CCc1cc(OC)c(OC)cc1)c(c2)C. The result is 0 (inactive). (7) The molecule is O1C(C(=O)N(c2c1ccc(C(=O)NC1CC1)c2)CC(OC)=O)(C)C. The result is 0 (inactive). (8) The drug is O=C(Nc1ccc(OC)cc1)C(N(C)C(=O)c1nccnc1)c1ccc(OC)cc1. The result is 0 (inactive). (9) The molecule is S(c1nc(cc(c1C#N)C(F)(F)F)c1occc1)Cc1ccncc1. The result is 0 (inactive).